The task is: Predict which catalyst facilitates the given reaction.. This data is from Catalyst prediction with 721,799 reactions and 888 catalyst types from USPTO. (1) Reactant: [Cl-].[Al+3].[Cl-].[Cl-].[Cl:5][C:6]1[CH:7]=[CH:8][C:9]2[S:13][C:12](=[O:14])[N:11]([CH3:15])[C:10]=2[CH:16]=1.[Br:17][CH2:18][C:19](Br)=[O:20]. Product: [Br:17][CH2:18][C:19]([C:7]1[C:6]([Cl:5])=[CH:16][C:10]2[N:11]([CH3:15])[C:12](=[O:14])[S:13][C:9]=2[CH:8]=1)=[O:20]. The catalyst class is: 3. (2) Reactant: [CH3:1][O:2][C:3]1[CH:12]=[C:11]2[C:6]([CH2:7][C:8]([CH3:14])([CH3:13])[NH:9][CH2:10]2)=[CH:5][C:4]=1[O:15][Si:16]([CH:23]([CH3:25])[CH3:24])([CH:20]([CH3:22])[CH3:21])[CH:17]([CH3:19])[CH3:18].[CH3:26][O:27][C:28]1[CH:29]=[C:30]([CH:34]=[C:35]([O:39][CH3:40])[C:36]=1[O:37][CH3:38])[C:31](Cl)=[O:32].O. Product: [CH3:1][O:2][C:3]1[CH:12]=[C:11]2[C:6]([CH2:7][C:8]([CH3:13])([CH3:14])[N:9]([C:31]([C:30]3[CH:34]=[C:35]([O:39][CH3:40])[C:36]([O:37][CH3:38])=[C:28]([O:27][CH3:26])[CH:29]=3)=[O:32])[CH2:10]2)=[CH:5][C:4]=1[O:15][Si:16]([CH:23]([CH3:25])[CH3:24])([CH:20]([CH3:22])[CH3:21])[CH:17]([CH3:18])[CH3:19]. The catalyst class is: 2. (3) Reactant: C[Si](C)(C)[C:3]1[NH:7][N:6]=[N:5][C:4]=1[C:8]1[N:9]=[CH:10][C:11]2[C:16]([CH:17]=1)=[CH:15][CH:14]=[CH:13][CH:12]=2.[OH-].[K+].Cl. Product: [NH:7]1[CH:3]=[C:4]([C:8]2[N:9]=[CH:10][C:11]3[C:16]([CH:17]=2)=[CH:15][CH:14]=[CH:13][CH:12]=3)[N:5]=[N:6]1. The catalyst class is: 8.